This data is from Forward reaction prediction with 1.9M reactions from USPTO patents (1976-2016). The task is: Predict the product of the given reaction. (1) Given the reactants [Cl:1][C:2]1[CH:3]=[C:4]([CH:20]=[CH:21][C:22]=1[O:23][CH3:24])[C:5]([O:7][NH:8][C:9]([C:11]1[CH:12]=[C:13]2[C:17](=[CH:18][CH:19]=1)[NH:16][CH:15]=[CH:14]2)=[NH:10])=O.CCCC[N+](CCCC)(CCCC)CCCC.[F-], predict the reaction product. The product is: [Cl:1][C:2]1[CH:3]=[C:4]([C:5]2[O:7][N:8]=[C:9]([C:11]3[CH:12]=[C:13]4[C:17](=[CH:18][CH:19]=3)[NH:16][CH:15]=[CH:14]4)[N:10]=2)[CH:20]=[CH:21][C:22]=1[O:23][CH3:24]. (2) Given the reactants C[O:2][C:3]([C:5]1[C:6]([C:15]2[CH:20]=[CH:19][CH:18]=[CH:17][CH:16]=2)=[CH:7][CH:8]=[C:9]([S:11]([CH3:14])(=[O:13])=[O:12])[CH:10]=1)=[O:4].[OH-].[Na+].Cl, predict the reaction product. The product is: [CH3:14][S:11]([C:9]1[CH:10]=[C:5]([C:3]([OH:4])=[O:2])[C:6]([C:15]2[CH:20]=[CH:19][CH:18]=[CH:17][CH:16]=2)=[CH:7][CH:8]=1)(=[O:12])=[O:13]. (3) Given the reactants [Cl:1][C:2]1[C:7]([NH2:8])=[CH:6][C:5]([F:9])=[CH:4][N:3]=1.O.[C:11](OCC)(=[O:13])C.N1[CH:22]=[CH:21][CH:20]=CC=1, predict the reaction product. The product is: [Cl:1][C:2]1[C:7]([NH:8][C:11](=[O:13])[C:21]([CH3:20])=[CH2:22])=[CH:6][C:5]([F:9])=[CH:4][N:3]=1. (4) Given the reactants [H-].[Al+3].[Li+].[H-].[H-].[H-].[Cl-].[Al+3].[Cl-].[Cl-].[OH:11][C@@H:12]([CH2:33][N:34]1[CH2:39][CH2:38][CH:37]([C:40]2[CH:49]=[CH:48][C:47]3[C:42](=[CH:43][CH:44]=[CH:45][CH:46]=3)[CH:41]=2)[CH2:36][CH2:35]1)[CH2:13][O:14][C:15]1[CH:16]=[CH:17][CH:18]=[C:19]2[C:24]=1[O:23][CH2:22][C:21]([C:25]([N:27]1[CH2:32][CH2:31][O:30][CH2:29][CH2:28]1)=O)=[CH:20]2.[C:50]([OH:57])(=[O:56])/[CH:51]=[CH:52]\[C:53]([OH:55])=[O:54], predict the reaction product. The product is: [C:50]([OH:57])(=[O:56])/[CH:51]=[CH:52]\[C:53]([OH:55])=[O:54].[OH:11][C@@H:12]([CH2:33][N:34]1[CH2:39][CH2:38][CH:37]([C:40]2[CH:49]=[CH:48][C:47]3[C:42](=[CH:43][CH:44]=[CH:45][CH:46]=3)[CH:41]=2)[CH2:36][CH2:35]1)[CH2:13][O:14][C:15]1[CH:16]=[CH:17][CH:18]=[C:19]2[C:24]=1[O:23][CH2:22][C:21]([CH2:25][N:27]1[CH2:28][CH2:29][O:30][CH2:31][CH2:32]1)=[CH:20]2. (5) Given the reactants [Br:1][C:2]1[C:3]([CH:17]2[O:21][CH2:20][CH2:19][O:18]2)=[CH:4][C:5]2[C:6]([CH3:16])([CH3:15])[CH:7]([OH:14])[CH2:8][C:9]([CH3:13])([CH3:12])[C:10]=2[CH:11]=1.CC(OI1(OC(C)=O)(OC(C)=O)OC(=O)C2C=CC=CC1=2)=O.C(=O)(O)[O-].[Na+].S([O-])([O-])(=O)=S.[Na+].[Na+], predict the reaction product. The product is: [Br:1][C:2]1[C:3]([CH:17]2[O:18][CH2:19][CH2:20][O:21]2)=[CH:4][C:5]2[C:6]([CH3:15])([CH3:16])[C:7](=[O:14])[CH2:8][C:9]([CH3:12])([CH3:13])[C:10]=2[CH:11]=1.